Dataset: Full USPTO retrosynthesis dataset with 1.9M reactions from patents (1976-2016). Task: Predict the reactants needed to synthesize the given product. (1) Given the product [ClH:77].[NH2:36][C:37]1([C:41]2[CH:42]=[CH:43][C:44]([C:47]3[C:56](=[O:57])[C:55]4[C:50](=[C:51]([C:58]5[CH:62]=[N:61][NH:60][CH:59]=5)[CH:52]=[CH:53][CH:54]=4)[O:49][C:48]=3[C:63]3[CH:68]=[CH:67][CH:66]=[CH:65][CH:64]=3)=[CH:45][CH:46]=2)[CH2:40][CH2:39][CH2:38]1, predict the reactants needed to synthesize it. The reactants are: NC1(C2C=CC(C3C(=O)C4C(=CC=C(F)C=4)OC=3C3C=CC=CC=3)=CC=2)CCC1.C(OC(=O)[NH:36][C:37]1([C:41]2[CH:46]=[CH:45][C:44]([C:47]3[C:56](=[O:57])[C:55]4[C:50](=[C:51]([C:58]5[CH:59]=[N:60][NH:61][CH:62]=5)[CH:52]=[CH:53][CH:54]=4)[O:49][C:48]=3[C:63]3[CH:68]=[CH:67][CH:66]=[CH:65][CH:64]=3)=[CH:43][CH:42]=2)[CH2:40][CH2:39][CH2:38]1)(C)(C)C.C(O)(C(F)(F)F)=O.[ClH:77]. (2) Given the product [Br:29][C:3]1[CH:2]=[CH:11][CH:10]=[C:9]2[C:4]=1[CH2:5][CH2:6][N:7]([CH2:13][CH:14]=[O:15])[C:8]2=[O:12], predict the reactants needed to synthesize it. The reactants are: Br[C:2]1[CH:3]=[C:4]2[C:9](=[CH:10][CH:11]=1)[C:8](=[O:12])[N:7]([CH2:13][CH:14]=[O:15])[CH2:6][CH2:5]2.C(N1CCC2C(=CC=CC=2[Br:29])C1=O)C=C. (3) Given the product [CH2:35]([O:34][C:33]1[CH:26]=[C:27](/[CH:28]=[CH:20]/[C:21]([O:23][CH3:24])=[O:22])[CH:30]=[CH:31][C:32]=1[I:39])[CH2:36][CH2:37][CH3:38], predict the reactants needed to synthesize it. The reactants are: C1(P(=[CH:20][C:21]([O:23][CH3:24])=[O:22])(C2C=CC=CC=2)C2C=CC=CC=2)C=CC=CC=1.C[C:26]1[C:33]([O:34][CH2:35][CH2:36][CH2:37][CH3:38])=[C:32]([I:39])[CH:31]=[CH:30][C:27]=1[CH:28]=O. (4) Given the product [NH2:21][C:12]1[CH:13]=[N:14][C:15]2[C:10]([CH:11]=1)=[CH:9][C:8]([O:7][CH3:6])=[CH:17][CH:16]=2, predict the reactants needed to synthesize it. The reactants are: [OH-].[Na+].O.BrBr.[CH3:6][O:7][C:8]1[CH:9]=[C:10]2[C:15](=[CH:16][CH:17]=1)[N:14]=[CH:13][C:12](C(N)=O)=[CH:11]2.[N:21]1C=CC=CC=1. (5) Given the product [Cl:2][C:3]1[CH:4]=[C:5]([C:6]2[N:7]=[C:21]([OH:20])[C:23]3[CH2:27][CH2:26][CH2:25][C:24]=3[N:8]=2)[CH:9]=[CH:10][CH:11]=1, predict the reactants needed to synthesize it. The reactants are: Cl.[Cl:2][C:3]1[CH:4]=[C:5]([CH:9]=[CH:10][CH:11]=1)[C:6](=[NH:8])[NH2:7].C(N(CC)CC)C.C[O:20][C:21]([CH:23]1[CH2:27][CH2:26][CH2:25][C:24]1=O)=O. (6) Given the product [F:37][C:36]1[CH:35]=[CH:34][C:25]([CH2:26][NH:27][C:28](=[O:33])[C:29]([F:31])([F:32])[F:30])=[CH:24][C:23]=1[CH:20]1[CH2:19][CH2:18][N:17]([C:15]([C:4]2[C:3]3[C:7](=[CH:8][CH:9]=[CH:10][C:2]=3[NH:1][C:51]([N:45]3[CH2:50][CH2:49][O:48][CH2:47][CH2:46]3)=[O:52])[N:6]([CH2:11][CH2:12][O:13][CH3:14])[CH:5]=2)=[O:16])[CH2:22][CH2:21]1, predict the reactants needed to synthesize it. The reactants are: [NH2:1][C:2]1[CH:10]=[CH:9][CH:8]=[C:7]2[C:3]=1[C:4]([C:15]([N:17]1[CH2:22][CH2:21][CH:20]([C:23]3[CH:24]=[C:25]([CH:34]=[CH:35][C:36]=3[F:37])[CH2:26][NH:27][C:28](=[O:33])[C:29]([F:32])([F:31])[F:30])[CH2:19][CH2:18]1)=[O:16])=[CH:5][N:6]2[CH2:11][CH2:12][O:13][CH3:14].CCN(CC)CC.[N:45]1([C:51](Cl)=[O:52])[CH2:50][CH2:49][O:48][CH2:47][CH2:46]1.